From a dataset of Reaction yield outcomes from USPTO patents with 853,638 reactions. Predict the reaction yield, written as a fraction of the theoretical maximum amount of product (1.0 means a 100% yield; for example, 0.34 means a 34% yield). (1) The reactants are [CH:1]12BC(C[CH2:7][CH2:8]1)CCC2.C(Br)C#C.[OH-].[Na+].Cl[C:17]1[N:22]=[N:21][C:20]([O:23][C:24]2[CH:29]=[CH:28][CH:27]=[CH:26][C:25]=2[CH3:30])=[C:19]([O:31][CH3:32])[CH:18]=1. The catalyst is [Pd].C1(P(C2C=CC=CC=2)C2C=CC=CC=2)C=CC=CC=1.C1(P(C2C=CC=CC=2)C2C=CC=CC=2)C=CC=CC=1.C1(P(C2C=CC=CC=2)C2C=CC=CC=2)C=CC=CC=1.C1(P(C2C=CC=CC=2)C2C=CC=CC=2)C=CC=CC=1.O.O1CCCC1. The product is [CH:7]1([C:17]2[N:22]=[N:21][C:20]([O:23][C:24]3[CH:29]=[CH:28][CH:27]=[CH:26][C:25]=3[CH3:30])=[C:19]([O:31][CH3:32])[CH:18]=2)[CH2:8][CH2:1]1. The yield is 0.701. (2) The reactants are O[NH:2][C:3](=[O:21])[CH2:4][C:5]1[CH:10]=[CH:9][C:8]([CH2:11][CH2:12][CH2:13][CH2:14][C:15]2[CH:20]=[CH:19][CH:18]=[CH:17][CH:16]=2)=[CH:7][CH:6]=1.[C:22]([O:26][C:27]([NH:29][CH2:30][CH2:31][C:32](O)=[O:33])=[O:28])([CH3:25])([CH3:24])[CH3:23].C1C=CC2N(O)N=NC=2C=1.O.Cl. The catalyst is CN(C=O)C.CCOC(C)=O.C(Cl)CCl. The product is [O:33]=[C:32]([NH:2][C:3](=[O:21])[CH2:4][C:5]1[CH:10]=[CH:9][C:8]([CH2:11][CH2:12][CH2:13][CH2:14][C:15]2[CH:20]=[CH:19][CH:18]=[CH:17][CH:16]=2)=[CH:7][CH:6]=1)[CH2:31][CH2:30][NH:29][C:27](=[O:28])[O:26][C:22]([CH3:24])([CH3:23])[CH3:25]. The yield is 0.623. (3) The reactants are [N:1]1[CH:6]=[CH:5][CH:4]=[CH:3][C:2]=1[CH2:7][CH2:8][N:9]1[CH2:14][CH2:13][N:12]([C:15]([O:17][C:18]([CH3:21])([CH3:20])[CH3:19])=[O:16])[CH2:11][CH2:10]1.C([Li])CCC.[C:27]1(=[O:33])[CH2:32][CH2:31][CH2:30][CH2:29][CH2:28]1. The catalyst is O1CCCC1. The product is [OH:33][C:27]1([CH:7]([C:2]2[CH:3]=[CH:4][CH:5]=[CH:6][N:1]=2)[CH2:8][N:9]2[CH2:10][CH2:11][N:12]([C:15]([O:17][C:18]([CH3:21])([CH3:20])[CH3:19])=[O:16])[CH2:13][CH2:14]2)[CH2:32][CH2:31][CH2:30][CH2:29][CH2:28]1. The yield is 0.780. (4) The reactants are [CH3:1][C:2]1[O:8][CH:7]=[C:6]([OH:9])[C:4](=[O:5])[CH:3]=1.C(N(CC)CC)C.Cl.[C:18](Cl)(=[O:25])[C:19]1[CH:24]=[CH:23][CH:22]=[N:21][CH:20]=1. The catalyst is C1COCC1. The product is [C:18]([O:9][C:6]1[C:4](=[O:5])[CH:3]=[C:2]([CH3:1])[O:8][CH:7]=1)(=[O:25])[C:19]1[CH:24]=[CH:23][CH:22]=[N:21][CH:20]=1. The yield is 0.580. (5) The yield is 0.240. The catalyst is C1COCC1. The product is [CH2:13]([O:12][CH2:11][CH2:10][CH2:9][CH2:8][CH2:7][CH2:6][CH2:5][CH2:4][CH:11]([OH:12])[CH2:10][CH2:9][CH2:8][CH2:7][CH2:6][CH2:5][CH2:4][CH2:20][O:22][CH2:23][C:19]1[CH:14]=[CH:15][CH:16]=[CH:17][CH:18]=1)[C:14]1[CH:19]=[CH:18][CH:17]=[CH:16][CH:15]=1. The reactants are II.Br[CH2:4][CH2:5][CH2:6][CH2:7][CH2:8][CH2:9][CH2:10][CH2:11][O:12][CH2:13][C:14]1[CH:19]=[CH:18][CH:17]=[CH:16][CH:15]=1.[CH:20]([O:22][CH3:23])=O.[BH4-].[Na+].Cl. (6) The reactants are Cl[C:2]1[N:3]([C:13]2[CH:18]=[CH:17][CH:16]=[CH:15][CH:14]=2)[C:4]2[C:9]([C:10]=1[CH:11]=[O:12])=[CH:8][CH:7]=[CH:6][CH:5]=2.[C:19]([O:23][C:24]([N:26]1[CH2:32][CH2:31][CH2:30][NH:29][CH2:28][CH2:27]1)=[O:25])([CH3:22])([CH3:21])[CH3:20]. No catalyst specified. The product is [C:19]([O:23][C:24]([N:26]1[CH2:32][CH2:31][CH2:30][N:29]([C:2]2[N:3]([C:13]3[CH:18]=[CH:17][CH:16]=[CH:15][CH:14]=3)[C:4]3[C:9]([C:10]=2[CH:11]=[O:12])=[CH:8][CH:7]=[CH:6][CH:5]=3)[CH2:28][CH2:27]1)=[O:25])([CH3:22])([CH3:20])[CH3:21]. The yield is 0.870.